From a dataset of Full USPTO retrosynthesis dataset with 1.9M reactions from patents (1976-2016). Predict the reactants needed to synthesize the given product. (1) The reactants are: O1CCCC1.[CH2:6]([O:8][C:9](=[O:16])[C@H:10]1[CH2:14][CH2:13][C:12](=[O:15])[NH:11]1)[CH3:7].[C:17]([O:21][C:22](O[C:22]([O:21][C:17]([CH3:20])([CH3:19])[CH3:18])=[O:23])=[O:23])([CH3:20])([CH3:19])[CH3:18].N1C=CN=C1. Given the product [CH3:7][CH2:6][O:8][C:9]([C@H:10]1[CH2:14][CH2:13][C:12](=[O:15])[N:11]1[C:22]([O:21][C:17]([CH3:20])([CH3:19])[CH3:18])=[O:23])=[O:16], predict the reactants needed to synthesize it. (2) Given the product [ClH:38].[N:3]12[CH2:8][CH2:7][CH:6]([CH2:9][CH2:10]1)[C@@H:5]([NH:11][C:12]([C:14]1[S:15][C:16]3[CH:22]=[CH:21][C:20]([NH:23][C:36]([C:32]4[O:31][CH:35]=[CH:34][CH:33]=4)=[O:37])=[CH:19][C:17]=3[CH:18]=1)=[O:13])[CH2:4]2, predict the reactants needed to synthesize it. The reactants are: Cl.Cl.[N:3]12[CH2:10][CH2:9][CH:6]([CH2:7][CH2:8]1)[C@@H:5]([NH:11][C:12]([C:14]1[S:15][C:16]3[CH:22]=[CH:21][C:20]([NH2:23])=[CH:19][C:17]=3[CH:18]=1)=[O:13])[CH2:4]2.C(N(CC)CC)C.[O:31]1[CH:35]=[CH:34][CH:33]=[C:32]1[C:36]([Cl:38])=[O:37]. (3) Given the product [CH2:17]([C:13]1[C:12]([Cl:14])=[CH:11][C:10]2[CH2:9][CH2:8][CH2:7][C:6]=2[C:5]=1[OH:4])[CH:16]=[CH2:15], predict the reactants needed to synthesize it. The reactants are: C([O:4][C:5]1[CH:13]=[C:12]([Cl:14])[CH:11]=[C:10]2[C:6]=1[CH2:7][CH2:8][CH2:9]2)C=C.[CH2:15](OC1C2CCCC=2C=CC=1CC=C)[C:16]1C=CC=C[CH:17]=1. (4) Given the product [CH2:25]([N:32]1[CH2:33][C:17](=[O:19])[NH:16][C@H:12]([CH2:11][CH2:10][C:9]([O:8][CH2:1][C:2]2[CH:3]=[CH:4][CH:5]=[CH:6][CH:7]=2)=[O:24])[C:13]1=[O:15])[C:26]1[CH:31]=[CH:30][CH:29]=[CH:28][CH:27]=1, predict the reactants needed to synthesize it. The reactants are: [CH2:1]([O:8][C:9](=[O:24])[CH2:10][CH2:11][C@@H:12]([NH:16][C:17]([O:19]C(C)(C)C)=O)[C:13]([OH:15])=O)[C:2]1[CH:7]=[CH:6][CH:5]=[CH:4][CH:3]=1.[CH2:25]([NH:32][CH2:33]C(OCC)=O)[C:26]1[CH:31]=[CH:30][CH:29]=[CH:28][CH:27]=1.CCN=C=NCCCN(C)C.Cl.C1C=CC2N(O)N=NC=2C=1.C(=O)(O)[O-].[Na+]. (5) Given the product [S:28]1[C:29]2[CH:34]=[CH:33][CH:32]=[CH:31][C:30]=2[C:26]([N:20]2[CH2:21][CH2:22][N:23]([CH2:17][CH2:16][C:3]3[CH:4]=[C:5]4[C:10](=[C:11]([CH3:12])[C:2]=3[Cl:1])[NH:9][C:8](=[O:13])[CH2:7][C:6]4([CH3:15])[CH3:14])[CH2:24][CH2:25]2)=[N:27]1, predict the reactants needed to synthesize it. The reactants are: [Cl:1][C:2]1[C:11]([CH3:12])=[C:10]2[C:5]([C:6]([CH3:15])([CH3:14])[CH2:7][C:8](=[O:13])[NH:9]2)=[CH:4][C:3]=1[CH2:16][CH2:17]Cl.Cl.[N:20]1([C:26]2[C:30]3[CH:31]=[CH:32][CH:33]=[CH:34][C:29]=3[S:28][N:27]=2)[CH2:25][CH2:24][NH:23][CH2:22][CH2:21]1.C(=O)([O-])[O-].[K+].[K+].[I].[K].